From a dataset of Full USPTO retrosynthesis dataset with 1.9M reactions from patents (1976-2016). Predict the reactants needed to synthesize the given product. (1) Given the product [OH:7][CH2:8][CH:9]([NH:1][C@@H:2]([CH2:5][CH3:6])[CH2:3][OH:4])[CH3:10], predict the reactants needed to synthesize it. The reactants are: [NH2:1][C@@H:2]([CH2:5][CH3:6])[CH2:3][OH:4].[OH:7][CH2:8][C:9](=O)[CH3:10]. (2) The reactants are: [CH3:1][C:2]1[CH:7]=[C:6]([CH:8]=[CH2:9])[CH:5]=[CH:4][C:3]=1[NH:10][C:11](=[O:18])[C:12]1[CH:17]=[CH:16][CH:15]=[CH:14][CH:13]=1.C1COCC1.[N+](=[CH:26][C:27]([O:29][CH2:30][CH3:31])=[O:28])=[N-]. Given the product [C:11]([NH:10][C:3]1[CH:4]=[CH:5][C:6]([C@@H:8]2[CH2:9][C@H:26]2[C:27]([O:29][CH2:30][CH3:31])=[O:28])=[CH:7][C:2]=1[CH3:1])(=[O:18])[C:12]1[CH:13]=[CH:14][CH:15]=[CH:16][CH:17]=1, predict the reactants needed to synthesize it.